Dataset: Forward reaction prediction with 1.9M reactions from USPTO patents (1976-2016). Task: Predict the product of the given reaction. (1) Given the reactants [CH3:1][O:2][C:3]([C:5]1[S:16][C:8]2=[N:9][CH:10]=[C:11]([N+:13]([O-])=O)[CH:12]=[C:7]2[C:6]=1[O:17][CH2:18][C:19]([O:21][C:22]([CH3:25])([CH3:24])[CH3:23])=[O:20])=[O:4].[BH4-].[Na+].N#N, predict the reaction product. The product is: [CH3:1][O:2][C:3]([C:5]1[S:16][C:8]2=[N:9][CH:10]=[C:11]([NH2:13])[CH:12]=[C:7]2[C:6]=1[O:17][CH2:18][C:19]([O:21][C:22]([CH3:25])([CH3:24])[CH3:23])=[O:20])=[O:4]. (2) Given the reactants [F:1][C:2]([F:21])([F:20])[C:3]1[CH:8]=[CH:7][C:6]([C:9]2[CH:14]=[CH:13][C:12]([NH:15][S:16]([NH2:19])(=[O:18])=[O:17])=[CH:11][CH:10]=2)=[CH:5][CH:4]=1.[H-].[Na+].[CH3:24]I, predict the reaction product. The product is: [CH3:24][N:15]([C:12]1[CH:11]=[CH:10][C:9]([C:6]2[CH:5]=[CH:4][C:3]([C:2]([F:1])([F:20])[F:21])=[CH:8][CH:7]=2)=[CH:14][CH:13]=1)[S:16]([NH2:19])(=[O:17])=[O:18].